Dataset: Reaction yield outcomes from USPTO patents with 853,638 reactions. Task: Predict the reaction yield, written as a fraction of the theoretical maximum amount of product (1.0 means a 100% yield; for example, 0.34 means a 34% yield). (1) The product is [Br:15][C:16]1[CH:24]=[CH:23][C:22]([C:21]([NH:10][CH3:9])=[O:25])=[C:18]([CH2:19][OH:20])[CH:17]=1. No catalyst specified. The reactants are [Cl-].[Al+3].[Cl-].[Cl-].ClCCCl.[CH3:9][NH2:10].ClC(Cl)C.[Br:15][C:16]1[CH:17]=[C:18]2[C:22](=[CH:23][CH:24]=1)[C:21](=[O:25])[O:20][CH2:19]2. The yield is 0.580. (2) The reactants are CCN(C(C)C)C(C)C.CN(C(ON1N=NC2C=CC=NC1=2)=[N+](C)C)C.F[P-](F)(F)(F)(F)F.[C:34]1([C:40]([NH2:43])([CH3:42])[CH3:41])[CH:39]=[CH:38][CH:37]=[CH:36][CH:35]=1.[Br:44][C:45]1[C:53]2[C:48](=[N:49][CH:50]=[C:51]([C:54]3[CH:55]=[C:56]([CH:60]=[CH:61][CH:62]=3)[C:57](O)=[O:58])[CH:52]=2)[O:47][C:46]=1[C:63]1[CH:68]=[CH:67][C:66]([F:69])=[CH:65][CH:64]=1. The catalyst is CN(C=O)C.CCOC(C)=O. The product is [Br:44][C:45]1[C:53]2[C:48](=[N:49][CH:50]=[C:51]([C:54]3[CH:55]=[C:56]([CH:60]=[CH:61][CH:62]=3)[C:57]([NH:43][C:40]([C:34]3[CH:39]=[CH:38][CH:37]=[CH:36][CH:35]=3)([CH3:42])[CH3:41])=[O:58])[CH:52]=2)[O:47][C:46]=1[C:63]1[CH:68]=[CH:67][C:66]([F:69])=[CH:65][CH:64]=1. The yield is 0.850. (3) The reactants are [CH3:1][O:2][C:3]1[CH:8]=[CH:7][CH:6]=[CH:5][C:4]=1[C:9]1[C:17]2[C:12](=[N:13][CH:14]=[C:15](B3OC(C)(C)C(C)(C)O3)[CH:16]=2)[N:11]([CH2:27][O:28][CH2:29][CH2:30][Si:31]([CH3:34])([CH3:33])[CH3:32])[N:10]=1.[NH2:35][C:36]1[CH:46]=[CH:45][C:44](Br)=[CH:43][C:37]=1[C:38]([N:40]([CH3:42])[CH3:41])=[O:39].C(#N)C.C(=O)(O)[O-].[Na+]. The catalyst is C1C=CC([PH+]([C]2[CH][CH][CH][CH]2)C2C=CC=CC=2)=CC=1.C1C=CC([PH+]([C]2[CH][CH][CH][CH]2)C2C=CC=CC=2)=CC=1.C(Cl)Cl.Cl[Pd]Cl.[Fe].O.ClCCl. The product is [NH2:35][C:36]1[CH:46]=[CH:45][C:44]([C:15]2[CH:16]=[C:17]3[C:9]([C:4]4[CH:5]=[CH:6][CH:7]=[CH:8][C:3]=4[O:2][CH3:1])=[N:10][N:11]([CH2:27][O:28][CH2:29][CH2:30][Si:31]([CH3:34])([CH3:32])[CH3:33])[C:12]3=[N:13][CH:14]=2)=[CH:43][C:37]=1[C:38]([N:40]([CH3:42])[CH3:41])=[O:39]. The yield is 0.330. (4) The reactants are [CH2:1]([O:3][C:4]1[CH:9]=[C:8]([O:10]CC2C=CC(OC)=CC=2)[N:7]=[CH:6][C:5]=1[C:20]1[CH:25]=[CH:24][C:23]([CH2:26][C:27]([NH:29][C:30]2[O:34][N:33]=[C:32]([C:35]([CH3:41])([CH3:40])[C:36]([F:39])([F:38])[F:37])[CH:31]=2)=[O:28])=[C:22]([F:42])[CH:21]=1)[CH3:2]. The catalyst is C(O)(C(F)(F)F)=O. The product is [CH2:1]([O:3][C:4]1[C:5]([C:20]2[CH:25]=[CH:24][C:23]([CH2:26][C:27]([NH:29][C:30]3[O:34][N:33]=[C:32]([C:35]([CH3:41])([CH3:40])[C:36]([F:38])([F:39])[F:37])[CH:31]=3)=[O:28])=[C:22]([F:42])[CH:21]=2)=[CH:6][NH:7][C:8](=[O:10])[CH:9]=1)[CH3:2]. The yield is 0.430.